Dataset: Catalyst prediction with 721,799 reactions and 888 catalyst types from USPTO. Task: Predict which catalyst facilitates the given reaction. (1) Reactant: CO[C:3](=[O:22])[C:4]1[C:9]([CH:10]=O)=[CH:8][C:7]([F:12])=[C:6]([F:13])[C:5]=1[NH:14][C:15]1[CH:20]=[CH:19][CH:18]=[CH:17][C:16]=1[Cl:21].[OH:23][CH2:24][CH2:25][NH:26][NH2:27]. Product: [Cl:21][C:16]1[CH:17]=[CH:18][CH:19]=[CH:20][C:15]=1[NH:14][C:5]1[C:6]([F:13])=[C:7]([F:12])[CH:8]=[C:9]2[C:4]=1[C:3](=[O:22])[N:26]([CH2:25][CH2:24][OH:23])[N:27]=[CH:10]2. The catalyst class is: 14. (2) Reactant: Cl.[NH2:2][C:3]1[CH:4]=[C:5]([CH:10]=[CH:11][C:12]=1[OH:13])[C:6]([O:8][CH3:9])=[O:7].C(N(CC)CC)C.[CH3:21][O:22][C:23]([C:25]1[CH:30]=[CH:29][C:28]([CH:31]=O)=[CH:27][CH:26]=1)=[O:24]. Product: [OH:13][C:12]1[CH:11]=[CH:10][C:5]([C:6]([O:8][CH3:9])=[O:7])=[CH:4][C:3]=1[N:2]=[CH:31][C:28]1[CH:27]=[CH:26][C:25]([C:23]([O:22][CH3:21])=[O:24])=[CH:30][CH:29]=1. The catalyst class is: 5.